This data is from Forward reaction prediction with 1.9M reactions from USPTO patents (1976-2016). The task is: Predict the product of the given reaction. (1) Given the reactants [CH2:1]([O:5][C:6]([N:8]1[CH2:13][CH2:12][N:11]([C:14]2[CH:19]=[N:18][CH:17]=[C:16](Cl)[N:15]=2)[CH2:10][CH2:9]1)=[O:7])[CH:2]([CH3:4])[CH3:3].CC1(C)C(C)(C)OB([C:29]2[CH:34]=[CH:33][CH:32]=[CH:31][C:30]=2[OH:35])O1.C([O-])([O-])=O.[K+].[K+], predict the reaction product. The product is: [CH2:1]([O:5][C:6]([N:8]1[CH2:13][CH2:12][N:11]([C:14]2[CH:19]=[N:18][CH:17]=[C:16]([C:29]3[CH:34]=[CH:33][CH:32]=[CH:31][C:30]=3[OH:35])[N:15]=2)[CH2:10][CH2:9]1)=[O:7])[CH:2]([CH3:4])[CH3:3]. (2) Given the reactants Br[C:2]1[CH:11]=[CH:10][C:5]([C:6]([O:8][CH3:9])=[O:7])=[C:4](C)[CH:3]=1.[C:13](=O)([O-])[O-].[Na+].[Na+].[CH:19]([O:21]CCCC)=[CH2:20], predict the reaction product. The product is: [C:19]([C:2]1[CH:3]=[CH:4][C:5]([C:6]([O:8][CH3:9])=[O:7])=[CH:10][C:11]=1[CH3:13])(=[O:21])[CH3:20]. (3) Given the reactants [CH3:1][N:2]1[C:7](=[O:8])[C:6]2[C:9]([C:30]3[CH:35]=[CH:34][CH:33]=[CH:32][CH:31]=3)=[C:10]([C:12]3[CH:17]=[CH:16][C:15]([C:18]4([NH:22][C:23](=[O:29])[O:24][C:25]([CH3:28])([CH3:27])[CH3:26])[CH2:21][CH2:20][CH2:19]4)=[CH:14][CH:13]=3)[O:11][C:5]=2[NH:4][C:3]1=[O:36].IC.[C:39](=O)([O-])[O-].[K+].[K+], predict the reaction product. The product is: [CH3:39][N:4]1[C:5]2[O:11][C:10]([C:12]3[CH:17]=[CH:16][C:15]([C:18]4([NH:22][C:23](=[O:29])[O:24][C:25]([CH3:28])([CH3:26])[CH3:27])[CH2:21][CH2:20][CH2:19]4)=[CH:14][CH:13]=3)=[C:9]([C:30]3[CH:31]=[CH:32][CH:33]=[CH:34][CH:35]=3)[C:6]=2[C:7](=[O:8])[N:2]([CH3:1])[C:3]1=[O:36]. (4) Given the reactants [Br:1][C:2]1[CH:15]=[CH:14][C:5]([CH2:6][NH:7][CH2:8][C:9]([O:11][CH2:12][CH3:13])=[O:10])=[C:4]([N+:16]([O-:18])=[O:17])[CH:3]=1.[Cl:19][C:20]1[CH:28]=[CH:27][C:23]([C:24](Cl)=[O:25])=[CH:22][CH:21]=1.C(N(CC)CC)C, predict the reaction product. The product is: [N+:16]([C:4]1[CH:3]=[C:2]([Br:1])[CH:15]=[CH:14][C:5]=1[CH2:6][N:7]([CH2:8][C:9]([O:11][CH2:12][CH3:13])=[O:10])[C:24](=[O:25])[C:23]1[CH:27]=[CH:28][C:20]([Cl:19])=[CH:21][CH:22]=1)([O-:18])=[O:17]. (5) Given the reactants [CH:1]1([N:6]2[CH2:12][C:11]([F:14])([F:13])[C:10](=[O:15])[N:9]([CH3:16])[C:8]3[CH:17]=[N:18][C:19]([NH:21][C:22]4[CH:30]=[CH:29][C:25]([C:26]([OH:28])=O)=[CH:24][C:23]=4[O:31][CH3:32])=[N:20][C:7]2=3)[CH2:5][CH2:4][CH2:3][CH2:2]1.C(N)[C:34]1[O:38][CH:37]=[CH:36][CH:35]=1.F[P-](F)(F)(F)(F)F.[CH3:47][N:48](C(N(C)C)=[N+]1C2C(=NC=CC=2)[N+]([O-])=N1)C.C(N(C(C)C)CC)(C)C, predict the reaction product. The product is: [CH:1]1([N:6]2[CH2:12][C:11]([F:13])([F:14])[C:10](=[O:15])[N:9]([CH3:16])[C:8]3[CH:17]=[N:18][C:19]([NH:21][C:22]4[CH:30]=[CH:29][C:25]([C:26]([NH:48][CH2:47][C:36]5[CH:35]=[CH:34][O:38][CH:37]=5)=[O:28])=[CH:24][C:23]=4[O:31][CH3:32])=[N:20][C:7]2=3)[CH2:5][CH2:4][CH2:3][CH2:2]1. (6) Given the reactants [CH3:1][C:2]([Si:5]([CH3:35])([CH3:34])[O:6][CH2:7][C@@H:8]([O:10][C:11]1[CH:12]=[C:13]([CH:23]=[C:24]([O:26]CC2C=CC=CC=2)[CH:25]=1)[C:14]([NH:16][C:17]1[CH:21]=[CH:20][N:19]([CH3:22])[N:18]=1)=[O:15])[CH3:9])([CH3:4])[CH3:3], predict the reaction product. The product is: [CH3:1][C:2]([Si:5]([CH3:35])([CH3:34])[O:6][CH2:7][C@@H:8]([O:10][C:11]1[CH:12]=[C:13]([CH:23]=[C:24]([OH:26])[CH:25]=1)[C:14]([NH:16][C:17]1[CH:21]=[CH:20][N:19]([CH3:22])[N:18]=1)=[O:15])[CH3:9])([CH3:3])[CH3:4]. (7) Given the reactants [Cl-].[CH2:2]([N+:4]([CH2:7][O:8][CH3:9])([CH3:6])[CH3:5])[CH3:3].[H+].[B-:11]([F:15])([F:14])([F:13])[F:12], predict the reaction product. The product is: [F:12][B-:11]([F:15])([F:14])[F:13].[CH2:2]([N+:4]([CH2:7][O:8][CH3:9])([CH3:6])[CH3:5])[CH3:3].